From a dataset of Catalyst prediction with 721,799 reactions and 888 catalyst types from USPTO. Predict which catalyst facilitates the given reaction. (1) Reactant: [Br:1][C:2]1[CH:10]=[C:9]2[C:5]([C:6]([CH:11]=O)=[CH:7][NH:8]2)=[CH:4][CH:3]=1.[H-].[H-].[H-].[H-].[Li+].[Al+3]. Product: [Br:1][C:2]1[CH:10]=[C:9]2[C:5]([C:6]([CH3:11])=[CH:7][NH:8]2)=[CH:4][CH:3]=1. The catalyst class is: 1. (2) Reactant: [OH:1][C@H:2]1[CH2:6][N:5](C(OC(C)(C)C)=O)[C@H:4]([C:14](=[O:29])[NH:15][CH2:16][C:17]2[CH:22]=[CH:21][C:20]([C:23]3[S:27][CH:26]=[N:25][C:24]=3[CH3:28])=[CH:19][CH:18]=2)[CH2:3]1.[ClH:30]. Product: [ClH:30].[OH:1][C@H:2]1[CH2:6][NH:5][C@H:4]([C:14]([NH:15][CH2:16][C:17]2[CH:18]=[CH:19][C:20]([C:23]3[S:27][CH:26]=[N:25][C:24]=3[CH3:28])=[CH:21][CH:22]=2)=[O:29])[CH2:3]1. The catalyst class is: 12. (3) Reactant: [NH2:1][C:2]1[CH:12]=[CH:11][C:5]([C:6](OCC)=[O:7])=[CH:4][C:3]=1[I:13].[H-]. Product: [NH2:1][C:2]1[CH:12]=[CH:11][C:5]([CH2:6][OH:7])=[CH:4][C:3]=1[I:13]. The catalyst class is: 2. (4) Reactant: [Mg].[I-].Br[C:4]1[CH:9]=[CH:8][C:7]([C:4]2[CH:9]=[CH:8][CH:7]=[CH:6][CH:5]=2)=[CH:6][CH:5]=1.[Br:16][C:17]1[C:18](=O)[C:19]2[C:27](=[CH:28][CH:29]=1)[C:26]1[C:21](=[CH:22][C:23]([Br:30])=[CH:24][CH:25]=1)[CH:20]=2.[OH2:32]. Product: [Br:16][C:17]1[CH:29]=[CH:28][C:27]2[C:26]3[C:21](=[CH:22][C:23]([Br:30])=[CH:24][CH:25]=3)[C:20]([C:4]3[CH:9]=[CH:8][CH:7]=[CH:6][CH:5]=3)([OH:32])[C:19]=2[CH:18]=1. The catalyst class is: 7. (5) Reactant: [Cl:1][C:2]1[CH:3]=[CH:4][C:5]([OH:11])=[C:6]([C:8](=[O:10])[CH3:9])[CH:7]=1.[C:12]([O-])([O-])=O.[K+].[K+].CI. Product: [Cl:1][C:2]1[CH:3]=[CH:4][C:5]([O:11][CH3:12])=[C:6]([C:8](=[O:10])[CH3:9])[CH:7]=1. The catalyst class is: 10.